This data is from Full USPTO retrosynthesis dataset with 1.9M reactions from patents (1976-2016). The task is: Predict the reactants needed to synthesize the given product. (1) Given the product [CH:1]1([N:6]2[C:15]3[C:10](=[C:11]([N+:26]([O-:28])=[O:27])[C:12]([F:19])=[C:13]([F:18])[C:14]=3[O:16][CH3:17])[C:9](=[O:20])[C:8]([C:21]([O:23][CH2:24][CH3:25])=[O:22])=[CH:7]2)[CH2:2][CH2:3][CH2:4][CH2:5]1, predict the reactants needed to synthesize it. The reactants are: [CH:1]1([N:6]2[C:15]3[C:10](=[CH:11][C:12]([F:19])=[C:13]([F:18])[C:14]=3[O:16][CH3:17])[C:9](=[O:20])[C:8]([C:21]([O:23][CH2:24][CH3:25])=[O:22])=[CH:7]2)[CH2:5][CH2:4][CH2:3][CH2:2]1.[N+:26]([O-])([O-:28])=[O:27].[K+]. (2) Given the product [C:8]([O:12][C:13]([N:15]1[CH2:21][CH2:20][C:19]2[C:22]([S:26][CH2:2][C:3]3[S:4][CH:5]=[N:6][N:7]=3)=[C:23]([Cl:36])[CH:24]=[CH:25][C:18]=2[CH2:17][CH2:16]1)=[O:14])([CH3:11])([CH3:10])[CH3:9], predict the reactants needed to synthesize it. The reactants are: O[CH2:2][C:3]1[S:4][CH:5]=[N:6][N:7]=1.[C:8]([O:12][C:13]([N:15]1[CH2:21][CH2:20][C:19]2[C:22]([S:26]C(=O)N(C)C)=[CH:23][CH:24]=[CH:25][C:18]=2[CH2:17][CH2:16]1)=[O:14])([CH3:11])([CH3:10])[CH3:9].[OH-].[K+].S(Cl)([Cl:36])=O. (3) Given the product [Cl:1][C:2]1[CH:7]=[CH:6][C:5]([S:8]([N:11]([C@@H:12]2[CH2:18][C:17]([CH3:19])([CH3:20])[CH2:16][CH2:15][NH:14][C:13]2=[O:21])[CH2:22][C:23]2[CH:31]=[CH:30][C:26]([CH2:27][OH:28])=[CH:25][C:24]=2[F:32])(=[O:9])=[O:10])=[CH:4][CH:3]=1, predict the reactants needed to synthesize it. The reactants are: [Cl:1][C:2]1[CH:7]=[CH:6][C:5]([S:8]([N:11]([CH2:22][C:23]2[CH:31]=[CH:30][C:26]([C:27](O)=[O:28])=[CH:25][C:24]=2[F:32])[C@@H:12]2[CH2:18][C:17]([CH3:20])([CH3:19])[CH2:16][CH2:15][NH:14][C:13]2=[O:21])(=[O:10])=[O:9])=[CH:4][CH:3]=1.[H-].[H-].[H-].[H-].[Li+].[Al+3].O.[OH-].[Na+]. (4) The reactants are: [CH2:1]([O:4][C:5](=[O:35])[C@H:6]([CH2:15][C:16]1[CH:21]=[CH:20][C:19]([O:22][C:23](OC2C=CC([N+]([O-])=O)=CC=2)=[O:24])=[CH:18][CH:17]=1)[NH:7][C:8]([O:10][C:11]([CH3:14])([CH3:13])[CH3:12])=[O:9])[CH:2]=[CH2:3].[C:36]([O:40][C:41]([NH:43][C@H:44]([C:49]([OH:51])=[O:50])[CH2:45][CH2:46][CH2:47][NH2:48])=[O:42])([CH3:39])([CH3:38])[CH3:37]. Given the product [CH2:1]([O:4][C:5](=[O:35])[C@@H:6]([NH:7][C:8]([O:10][C:11]([CH3:14])([CH3:13])[CH3:12])=[O:9])[CH2:15][C:16]1[CH:21]=[CH:20][C:19]([O:22][C:23]([NH:48][CH2:47][CH2:46][CH2:45][C@@H:44]([C:49]([OH:51])=[O:50])[NH:43][C:41]([O:40][C:36]([CH3:39])([CH3:37])[CH3:38])=[O:42])=[O:24])=[CH:18][CH:17]=1)[CH:2]=[CH2:3], predict the reactants needed to synthesize it. (5) The reactants are: [Br:1][C:2]1[CH:7]=[CH:6][CH:5]=[C:4](F)[N:3]=1.[NH2:9][CH2:10][C:11]1([C:17]#[N:18])[CH2:16][CH2:15][O:14][CH2:13][CH2:12]1.C(N(CC)CC)C. Given the product [Br:1][C:2]1[N:3]=[C:4]([NH:18][CH2:17][C:11]2([C:10]#[N:9])[CH2:16][CH2:15][O:14][CH2:13][CH2:12]2)[CH:5]=[CH:6][CH:7]=1, predict the reactants needed to synthesize it.